This data is from NCI-60 drug combinations with 297,098 pairs across 59 cell lines. The task is: Regression. Given two drug SMILES strings and cell line genomic features, predict the synergy score measuring deviation from expected non-interaction effect. Drug 1: CCCS(=O)(=O)NC1=C(C(=C(C=C1)F)C(=O)C2=CNC3=C2C=C(C=N3)C4=CC=C(C=C4)Cl)F. Drug 2: CC1=C(C=C(C=C1)C(=O)NC2=CC(=CC(=C2)C(F)(F)F)N3C=C(N=C3)C)NC4=NC=CC(=N4)C5=CN=CC=C5. Cell line: OVCAR-5. Synergy scores: CSS=-3.90, Synergy_ZIP=4.45, Synergy_Bliss=3.43, Synergy_Loewe=-5.11, Synergy_HSA=-2.48.